From a dataset of Forward reaction prediction with 1.9M reactions from USPTO patents (1976-2016). Predict the product of the given reaction. (1) Given the reactants [Te:1]([CH2:5][CH2:6][NH2:7])[CH2:2][CH2:3][NH2:4].[ClH:8], predict the reaction product. The product is: [ClH:8].[ClH:8].[Te:1]([CH2:5][CH2:6][NH2:7])[CH2:2][CH2:3][NH2:4]. (2) Given the reactants F[B-](F)(F)F.[N:6]1(OC(N(C)C)=[N+](C)C)C2C=CC=CC=2N=N1.[C:23]([O:27][C:28]([N:30]1[CH2:35][CH2:34][CH:33]([CH:36]2[O:54][C:39]3=[CH:40][N:41]=[C:42]([C:44]4[CH:49]=[CH:48][C:47]([C:50](O)=[O:51])=[CH:46][C:45]=4[F:53])[CH:43]=[C:38]3[CH2:37]2)[CH2:32][CH2:31]1)=[O:29])([CH3:26])([CH3:25])[CH3:24].C(N(C(C)C)C(C)C)C.N, predict the reaction product. The product is: [C:23]([O:27][C:28]([N:30]1[CH2:35][CH2:34][CH:33]([CH:36]2[O:54][C:39]3=[CH:40][N:41]=[C:42]([C:44]4[CH:49]=[CH:48][C:47]([C:50](=[O:51])[NH2:6])=[CH:46][C:45]=4[F:53])[CH:43]=[C:38]3[CH2:37]2)[CH2:32][CH2:31]1)=[O:29])([CH3:25])([CH3:26])[CH3:24].